The task is: Predict the product of the given reaction.. This data is from Forward reaction prediction with 1.9M reactions from USPTO patents (1976-2016). (1) Given the reactants [CH3:1][C:2]1[C:10]2[C:9]([CH2:11][NH2:12])=[N:8][CH:7]=[N:6][C:5]=2[S:4][CH:3]=1.[Cl:13][C:14]1[CH:21]=[CH:20][C:17]([CH:18]=O)=[CH:16][CH:15]=1.[BH4-].[Na+], predict the reaction product. The product is: [Cl:13][C:14]1[CH:21]=[CH:20][C:17]([CH2:18][NH:12][CH2:11][C:9]2[C:10]3[C:2]([CH3:1])=[CH:3][S:4][C:5]=3[N:6]=[CH:7][N:8]=2)=[CH:16][CH:15]=1. (2) Given the reactants [F:1][C:2]1[C:7]([F:8])=[C:6]([NH:9][C:10]2[CH:15]=[CH:14][C:13]([I:16])=[CH:12][C:11]=2[F:17])[C:5]([NH2:18])=[CH:4][CH:3]=1.[S:19]1[CH:23]=[CH:22][C:21]([S:24](Cl)(=[O:26])=[O:25])=[CH:20]1, predict the reaction product. The product is: [F:8][C:7]1[C:6]([NH:9][C:10]2[CH:15]=[CH:14][C:13]([I:16])=[CH:12][C:11]=2[F:17])=[C:5]([NH:18][S:24]([C:21]2[CH:22]=[CH:23][S:19][CH:20]=2)(=[O:26])=[O:25])[CH:4]=[CH:3][C:2]=1[F:1]. (3) Given the reactants [Cl:1][C:2]1[CH:3]=[CH:4][C:5]2[O:9][C:8]([C:10]3[CH:15]=[CH:14][C:13]([O:16][CH2:17][CH2:18][CH2:19][N:20]([CH2:23][CH3:24])[CH2:21][CH3:22])=[CH:12][CH:11]=3)=[CH:7][C:6]=2[CH:25]=1.[C:26](Cl)(=[O:35])[C:27]1[CH:32]=[CH:31][C:30]([O:33][CH3:34])=[CH:29][CH:28]=1.Cl[Sn](Cl)(Cl)Cl, predict the reaction product. The product is: [Cl:1][C:2]1[CH:3]=[CH:4][C:5]2[O:9][C:8]([C:10]3[CH:11]=[CH:12][C:13]([O:16][CH2:17][CH2:18][CH2:19][N:20]([CH2:23][CH3:24])[CH2:21][CH3:22])=[CH:14][CH:15]=3)=[C:7]([C:26](=[O:35])[C:27]3[CH:32]=[CH:31][C:30]([O:33][CH3:34])=[CH:29][CH:28]=3)[C:6]=2[CH:25]=1. (4) Given the reactants CN(C)C=O.CC1C=CC(S(O[CH2:17][C@@H:18]2[O:20][CH2:19]2)(=O)=O)=CC=1.C(=O)([O-])[O-].[K+].[K+].[NH2:27][C:28]1[CH:47]=[CH:46][C:31]([O:32][C:33]2[C:42]3[C:37](=[CH:38][C:39]([OH:45])=[C:40]([C:43]#[N:44])[CH:41]=3)[N:36]=[CH:35][CH:34]=2)=[CH:30][C:29]=1[F:48], predict the reaction product. The product is: [NH2:27][C:28]1[CH:47]=[CH:46][C:31]([O:32][C:33]2[C:42]3[C:37](=[CH:38][C:39]([O:45][CH2:17][C@H:18]4[CH2:19][O:20]4)=[C:40]([C:43]#[N:44])[CH:41]=3)[N:36]=[CH:35][CH:34]=2)=[CH:30][C:29]=1[F:48]. (5) Given the reactants [CH:1]1([N:4]2[C:9](=[O:10])[C:8]3[C:11](OS(C(F)(F)F)(=O)=O)=[C:12]([CH3:17])[C:13](=[O:16])[N:14]([CH3:15])[C:7]=3[N:6]([C:26]3[CH:31]=[CH:30][C:29]([I:32])=[CH:28][C:27]=3[F:33])[C:5]2=[O:34])[CH2:3][CH2:2]1.[NH2:35][C:36]1[CH:37]=[C:38]([NH:42][S:43]([CH3:46])(=[O:45])=[O:44])[CH:39]=[CH:40][CH:41]=1.CN(C)C(=O)C.N1C(C)=CC=CC=1C, predict the reaction product. The product is: [CH:1]1([N:4]2[C:9](=[O:10])[C:8]3[C:11]([NH:35][C:36]4[CH:37]=[C:38]([NH:42][S:43]([CH3:46])(=[O:45])=[O:44])[CH:39]=[CH:40][CH:41]=4)=[C:12]([CH3:17])[C:13](=[O:16])[N:14]([CH3:15])[C:7]=3[N:6]([C:26]3[CH:31]=[CH:30][C:29]([I:32])=[CH:28][C:27]=3[F:33])[C:5]2=[O:34])[CH2:2][CH2:3]1. (6) The product is: [CH2:30]([O:29]/[C:5](=[CH:6]\[C:7]1[CH:12]=[CH:11][C:10]([O:13][CH2:14][CH2:15][C:16]2[N:17]=[C:18]([C:22]3[CH:23]=[CH:24][CH:25]=[CH:26][CH:27]=3)[O:19][C:20]=2[CH3:21])=[CH:9][C:8]=1[CH3:28])/[C:4]([OH:32])=[O:3])[CH3:31]. Given the reactants C([O:3][C:4](=[O:32])/[C:5](/[O:29][CH2:30][CH3:31])=[CH:6]/[C:7]1[CH:12]=[CH:11][C:10]([O:13][CH2:14][CH2:15][C:16]2[N:17]=[C:18]([C:22]3[CH:27]=[CH:26][CH:25]=[CH:24][CH:23]=3)[O:19][C:20]=2[CH3:21])=[CH:9][C:8]=1[CH3:28])C.[Li+].[OH-], predict the reaction product.